This data is from Catalyst prediction with 721,799 reactions and 888 catalyst types from USPTO. The task is: Predict which catalyst facilitates the given reaction. (1) Reactant: C[N:2](C)/[CH:3]=[N:4]\[C:5]([C:7]1[N:16]=[C:15]2[N:9]([CH2:10][CH2:11][O:12][C:13]3[CH:20]=[C:19]([Br:21])[CH:18]=[CH:17][C:14]=32)[CH:8]=1)=O.Cl.[CH:24]([NH:27]N)([CH3:26])[CH3:25]. Product: [Br:21][C:19]1[CH:18]=[CH:17][C:14]2[C:15]3[N:9]([CH:8]=[C:7]([C:5]4[N:27]([CH:24]([CH3:26])[CH3:25])[N:2]=[CH:3][N:4]=4)[N:16]=3)[CH2:10][CH2:11][O:12][C:13]=2[CH:20]=1. The catalyst class is: 15. (2) Reactant: CCCCCC.[Li]CCCC.Br[C:13]1[S:17][C:16]([C:18]2[S:19][C:20](Br)=[CH:21][CH:22]=2)=[CH:15][CH:14]=1.[CH3:24][Sn:25](Cl)([CH3:27])[CH3:26]. Product: [CH3:24][Sn:25]([CH3:27])([CH3:26])[C:13]1[S:17][C:16]([C:18]2[S:19][C:20]([Sn:25]([CH3:27])([CH3:26])[CH3:24])=[CH:21][CH:22]=2)=[CH:15][CH:14]=1. The catalyst class is: 1. (3) Reactant: C([O:5][C:6]([N:8]1[CH2:13][CH2:12][N:11]([C:14]2[CH:19]=[N:18][C:17]([Br:20])=[C:16]([O:21][CH2:22][C:23]3[CH:28]=[CH:27][CH:26]=[C:25]([Cl:29])[CH:24]=3)[N:15]=2)[CH2:10][CH2:9]1)=[O:7])(C)(C)C. Product: [CH:6]([OH:7])=[O:5].[Br:20][C:17]1[N:18]=[CH:19][C:14]([N:11]2[CH2:12][CH2:13][NH:8][CH2:9][CH2:10]2)=[N:15][C:16]=1[O:21][CH2:22][C:23]1[CH:28]=[CH:27][CH:26]=[C:25]([Cl:29])[CH:24]=1. The catalyst class is: 106.